Task: Predict the reactants needed to synthesize the given product.. Dataset: Full USPTO retrosynthesis dataset with 1.9M reactions from patents (1976-2016) (1) The reactants are: [NH2:1][C:2]1[N:7]=[C:6]([S:8]([NH:11][C:12](=[O:22])[C:13]2[CH:18]=[CH:17][C:16](Br)=[C:15]([F:20])[C:14]=2[F:21])(=[O:10])=[O:9])[CH:5]=[CH:4][CH:3]=1.[F:23][C:24]1[CH:25]=[C:26](B(O)O)[CH:27]=[C:28]([O:30][CH2:31][CH:32]([CH3:34])[CH3:33])[CH:29]=1.C(=O)([O-])[O-].[K+].[K+].CN(C)C=O. Given the product [NH2:1][C:2]1[N:7]=[C:6]([S:8]([NH:11][C:12](=[O:22])[C:13]2[CH:18]=[CH:17][C:16]([C:26]3[CH:27]=[C:28]([O:30][CH2:31][CH:32]([CH3:33])[CH3:34])[CH:29]=[C:24]([F:23])[CH:25]=3)=[C:15]([F:20])[C:14]=2[F:21])(=[O:10])=[O:9])[CH:5]=[CH:4][CH:3]=1, predict the reactants needed to synthesize it. (2) The reactants are: [CH3:1][C:2]1[N:3]=[C:4]([NH2:7])[S:5][CH:6]=1.Cl[C:9]1[CH:14]=[C:13]([O:15][CH:16]2[CH2:21][CH2:20][N:19]([C:22]([O:24][C:25]([CH3:28])([CH3:27])[CH3:26])=[O:23])[CH2:18][CH2:17]2)[CH:12]=[CH:11][N:10]=1.P([O-])([O-])([O-])=O.[K+].[K+].[K+]. Given the product [CH3:1][C:2]1[N:3]=[C:4]([NH:7][C:9]2[CH:14]=[C:13]([O:15][CH:16]3[CH2:17][CH2:18][N:19]([C:22]([O:24][C:25]([CH3:28])([CH3:27])[CH3:26])=[O:23])[CH2:20][CH2:21]3)[CH:12]=[CH:11][N:10]=2)[S:5][CH:6]=1, predict the reactants needed to synthesize it. (3) Given the product [Cl:14][C:12]1[N:6]=[C:4]([OH:5])[C:3]2[CH:7]=[CH:8][N:9]=[C:10]([Cl:11])[C:2]=2[N:1]=1, predict the reactants needed to synthesize it. The reactants are: [NH2:1][C:2]1[C:10]([Cl:11])=[N:9][CH:8]=[CH:7][C:3]=1[C:4]([NH2:6])=[O:5].[C:12](Cl)([Cl:14])=S. (4) Given the product [Cl:1][C:2]1[CH:7]=[C:6]([Cl:8])[CH:5]=[CH:4][C:3]=1[C:9]1[N:10]=[C:11]([CH2:30][CH3:31])[C:12]([NH:17][C@@H:18]2[C:26]3[C:21](=[CH:22][CH:23]=[CH:24][CH:25]=3)[CH2:33][CH2:20][C@@H:19]2[O:27][CH2:28][CH3:29])=[N:13][C:14]=1[CH2:15][CH3:16], predict the reactants needed to synthesize it. The reactants are: [Cl:1][C:2]1[CH:7]=[C:6]([Cl:8])[CH:5]=[CH:4][C:3]=1[C:9]1[N:10]=[C:11]([CH2:30][CH3:31])[C:12]([NH:17][C@@H:18]2[C:26]3[C:21](=[CH:22][CH:23]=[CH:24][CH:25]=3)[CH2:20][C@@H:19]2[O:27][CH2:28][CH3:29])=[N:13][C:14]=1[CH2:15][CH3:16].N1C=CN=C[C:33]=1N. (5) Given the product [NH2:21][C:5]1([CH2:18][CH2:19][OH:20])[C:6]2[CH:11]=[C:10]([Cl:12])[N:9]=[C:8]([F:13])[C:7]=2[O:14][C:15]2[C:4]1=[CH:3][C:2]([Br:1])=[CH:17][CH:16]=2, predict the reactants needed to synthesize it. The reactants are: [Br:1][C:2]1[CH:3]=[C:4]2[C:15](=[CH:16][CH:17]=1)[O:14][C:7]1[C:8]([F:13])=[N:9][C:10]([Cl:12])=[CH:11][C:6]=1[C:5]2([NH:21]S(C(C)(C)C)=O)[CH2:18][CH2:19][OH:20].C(Cl)(=O)C. (6) Given the product [Cl:12][C:9]1[CH:10]=[CH:11][C:6]2[NH:5][C:3](=[O:4])[CH2:2][O:14][CH2:13][C:7]=2[CH:8]=1, predict the reactants needed to synthesize it. The reactants are: Br[CH2:2][C:3]([NH:5][C:6]1[CH:11]=[CH:10][C:9]([Cl:12])=[CH:8][C:7]=1[CH2:13][OH:14])=[O:4].CC(C)([O-])C.[K+]. (7) Given the product [CH2:10]([NH:6][CH2:5][C:4]([CH3:8])([CH3:7])[CH2:3][N:2]([CH3:9])[CH3:1])[CH3:11], predict the reactants needed to synthesize it. The reactants are: [CH3:1][N:2]([CH3:9])[CH2:3][C:4]([CH3:8])([CH3:7])[CH2:5][NH2:6].[CH:10](=O)[CH3:11]. (8) Given the product [F:18][C:2]([F:1])([F:19])[O:3][C:4]1[CH:5]=[CH:6][C:7]([N:10]2[CH2:14][CH2:13][CH2:12][C@H:11]2[C:15]([N:23]2[CH2:24][C:25](=[O:26])[NH:20][C:21]3[CH:30]=[CH:29][CH:28]=[N:27][C:22]2=3)=[O:17])=[CH:8][CH:9]=1, predict the reactants needed to synthesize it. The reactants are: [F:1][C:2]([F:19])([F:18])[O:3][C:4]1[CH:9]=[CH:8][C:7]([N:10]2[CH2:14][CH2:13][CH2:12][CH:11]2[C:15]([OH:17])=O)=[CH:6][CH:5]=1.[NH:20]1[C:25](=[O:26])[CH2:24][NH:23][C:22]2[N:27]=[CH:28][CH:29]=[CH:30][C:21]1=2.Cl.CN(C)CCCN=C=NCC.O.ON1C2C=CC=CC=2N=N1. (9) Given the product [NH2:1][CH:4]1[CH2:9][N:8]([C:10](=[O:22])[C:11]2[CH:16]=[CH:15][CH:14]=[C:13]([C:17]3[O:18][CH:19]=[CH:20][CH:21]=3)[CH:12]=2)[CH2:7][CH:6]([C:23]([NH:25][C:26]2[CH:27]=[CH:28][C:29]([Cl:32])=[CH:30][CH:31]=2)=[O:24])[CH2:5]1, predict the reactants needed to synthesize it. The reactants are: [N:1]([CH:4]1[CH2:9][N:8]([C:10](=[O:22])[C:11]2[CH:16]=[CH:15][CH:14]=[C:13]([C:17]3[O:18][CH:19]=[CH:20][CH:21]=3)[CH:12]=2)[CH2:7][CH:6]([C:23]([NH:25][C:26]2[CH:31]=[CH:30][C:29]([Cl:32])=[CH:28][CH:27]=2)=[O:24])[CH2:5]1)=[N+]=[N-].C1(P(C2C=CC=CC=2)C2C=CC=CC=2)C=CC=CC=1. (10) Given the product [CH2:1]([N:8]([CH3:26])[C:9]1[CH:14]=[CH:13][N:12]([CH2:15][CH2:16][C:17]2[CH:22]=[CH:21][C:20]([CH2:23][N:27]3[CH2:31][CH2:30][CH2:29][CH2:28]3)=[CH:19][CH:18]=2)[C:11](=[O:25])[CH:10]=1)[C:2]1[CH:7]=[CH:6][CH:5]=[CH:4][CH:3]=1, predict the reactants needed to synthesize it. The reactants are: [CH2:1]([N:8]([CH3:26])[C:9]1[CH:14]=[CH:13][N:12]([CH2:15][CH2:16][C:17]2[CH:22]=[CH:21][C:20]([CH2:23]Br)=[CH:19][CH:18]=2)[C:11](=[O:25])[CH:10]=1)[C:2]1[CH:7]=[CH:6][CH:5]=[CH:4][CH:3]=1.[NH:27]1[CH2:31][CH2:30][CH2:29][CH2:28]1.